Dataset: Forward reaction prediction with 1.9M reactions from USPTO patents (1976-2016). Task: Predict the product of the given reaction. (1) Given the reactants Br[C:2]1[S:20][C:5]2[C:6](=[O:19])[N:7]([C:10]3[C:15]([F:16])=[CH:14][C:13]([F:17])=[CH:12][C:11]=3[F:18])[C:8](=[O:9])[C:4]=2[CH:3]=1.C([Sn](CCCC)(CCCC)[C:26]1[S:30][C:29]([C:31]2[S:32][C:33]([Sn](CCCC)(CCCC)CCCC)=[CH:34][CH:35]=2)=[CH:28][CH:27]=1)CCC, predict the reaction product. The product is: [S:20]1[C:2]([C:2]2[S:20][C:5]3[C:6](=[O:19])[N:7]([C:10]4[C:15]([F:16])=[CH:14][C:13]([F:17])=[CH:12][C:11]=4[F:18])[C:8](=[O:9])[C:4]=3[CH:3]=2)=[CH:3][CH:4]=[C:5]1[C:33]1[S:32][C:31]([C:29]2[S:30][C:26]3[C:8](=[O:9])[N:7]([C:10]4[C:15]([F:16])=[CH:14][C:13]([F:17])=[CH:12][C:11]=4[F:18])[C:6](=[O:19])[C:27]=3[CH:28]=2)=[CH:35][CH:34]=1. (2) Given the reactants C(O)=O.[NH2:4][CH2:5][CH2:6][C:7]1[CH:30]=[CH:29][C:10]([NH:11][CH:12]2[CH2:17][CH2:16][N:15]([C:18]([NH:20][CH2:21][CH2:22][CH2:23][CH2:24][CH2:25][CH2:26][CH2:27][CH3:28])=[O:19])[CH2:14][CH2:13]2)=[CH:9][CH:8]=1.C([O:38][C:39]1[CH:44]=[CH:43][C:42]([O:45][CH2:46][C@@H:47]2[CH2:49][O:48]2)=[CH:41][C:40]=1[NH:50][S:51]([CH3:54])(=[O:53])=[O:52])C1C=CC=CC=1, predict the reaction product. The product is: [CH2:21]([NH:20][C:18]([N:15]1[CH2:16][CH2:17][CH:12]([NH:11][C:10]2[CH:9]=[CH:8][C:7]([CH2:6][CH2:5][NH:4][CH2:49][C@H:47]([OH:48])[CH2:46][O:45][C:42]3[CH:43]=[CH:44][C:39]([OH:38])=[C:40]([NH:50][S:51]([CH3:54])(=[O:53])=[O:52])[CH:41]=3)=[CH:30][CH:29]=2)[CH2:13][CH2:14]1)=[O:19])[CH2:22][CH2:23][CH2:24][CH2:25][CH2:26][CH2:27][CH3:28]. (3) Given the reactants Br[C:2]1[C:19](Br)=[CH:18][C:17]2[C:16]3[C:11](=[CH:12][C:13](Br)=[C:14](Br)[CH:15]=3)[C:10]3[C:5](=[CH:6][C:7](Br)=[C:8](Br)[CH:9]=3)[C:4]=2[CH:3]=1.[C:25]1(B(O)O)[CH:30]=[CH:29][CH:28]=[CH:27][CH:26]=1.[C:47]1(P([C:47]2[CH:52]=[CH:51][CH:50]=[CH:49][CH:48]=2)[C:47]2[CH:52]=[CH:51][CH:50]=[CH:49][CH:48]=2)[CH:52]=[CH:51][CH:50]=[CH:49][CH:48]=1.C([O-])([O-])=O.[K+].[K+], predict the reaction product. The product is: [C:25]1([C:2]2[C:19]([C:47]3[CH:52]=[CH:51][CH:50]=[CH:49][CH:48]=3)=[CH:18][C:17]3[C:16]4[C:11](=[CH:12][C:13]([C:47]5[CH:52]=[CH:51][CH:50]=[CH:49][CH:48]=5)=[C:14]([C:47]5[CH:52]=[CH:51][CH:50]=[CH:49][CH:48]=5)[CH:15]=4)[C:10]4[C:5](=[CH:6][C:7]([C:47]5[CH:48]=[CH:49][CH:50]=[CH:51][CH:52]=5)=[C:8]([C:2]5[CH:19]=[CH:18][CH:17]=[CH:4][CH:3]=5)[CH:9]=4)[C:4]=3[CH:3]=2)[CH:30]=[CH:29][CH:28]=[CH:27][CH:26]=1.